From a dataset of Full USPTO retrosynthesis dataset with 1.9M reactions from patents (1976-2016). Predict the reactants needed to synthesize the given product. (1) Given the product [O:20]1[C:25]2[CH:26]=[CH:27][C:28](/[CH:30]=[C:17](/[C:14]3[CH:13]=[CH:12][C:11]([O:10][CH2:9][CH2:8][CH2:7][CH2:6][CH2:5][CH2:4][CH2:3][CH2:2][OH:1])=[CH:16][CH:15]=3)\[C:18]#[N:19])=[CH:29][C:24]=2[O:23][CH2:22][CH2:21]1, predict the reactants needed to synthesize it. The reactants are: [OH:1][CH2:2][CH2:3][CH2:4][CH2:5][CH2:6][CH2:7][CH2:8][CH2:9][O:10][C:11]1[CH:16]=[CH:15][C:14]([CH2:17][C:18]#[N:19])=[CH:13][CH:12]=1.[O:20]1[C:25]2[CH:26]=[CH:27][C:28]([CH:30]=O)=[CH:29][C:24]=2[O:23][CH2:22][CH2:21]1. (2) Given the product [Br:1][C:2]1[CH:9]=[CH:8][C:5]([CH2:6][N:20]2[CH2:21][CH2:22][NH:17][C:18](=[O:23])[CH2:19]2)=[CH:4][CH:3]=1, predict the reactants needed to synthesize it. The reactants are: [Br:1][C:2]1[CH:9]=[CH:8][C:5]([CH2:6]Br)=[CH:4][CH:3]=1.C(N(CC)CC)C.[NH:17]1[CH2:22][CH2:21][NH:20][CH2:19][C:18]1=[O:23]. (3) The reactants are: [Cl:1][C:2]1[CH:7]=[CH:6][CH:5]=[C:4]([Cl:8])[C:3]=1[N:9]1[C:14]([CH3:15])=[CH:13][C:12]([OH:16])=[CH:11][C:10]1=[O:17].[CH2:18](Br)[C:19]1[CH:24]=[CH:23][CH:22]=[CH:21][CH:20]=1. Given the product [CH2:18]([O:16][C:12]1[CH:13]=[C:14]([CH3:15])[N:9]([C:3]2[C:4]([Cl:8])=[CH:5][CH:6]=[CH:7][C:2]=2[Cl:1])[C:10](=[O:17])[CH:11]=1)[C:19]1[CH:24]=[CH:23][CH:22]=[CH:21][CH:20]=1, predict the reactants needed to synthesize it. (4) Given the product [CH2:6]([O:5][C:3](=[O:4])[CH2:2][CH2:8][CH2:9][CH2:10][CH2:11][CH2:12][CH3:13])[CH3:7], predict the reactants needed to synthesize it. The reactants are: Br[CH:2]([CH2:8][CH2:9][CH2:10][CH2:11][CH2:12][CH3:13])[C:3]([O:5][CH2:6][CH3:7])=[O:4].COC1C=CC(S)=CC=1. (5) Given the product [F:1][C:2]1[CH:26]=[C:25]([F:27])[CH:24]=[CH:23][C:3]=1[CH2:4][N:5]1[C:14]2[C:9](=[CH:10][CH:11]=[CH:12][CH:13]=2)[CH2:8][CH:7]([NH2:15])[CH2:6]1.[C:30]([OH:32])([C:29]([F:34])([F:33])[F:28])=[O:31], predict the reactants needed to synthesize it. The reactants are: [F:1][C:2]1[CH:26]=[C:25]([F:27])[CH:24]=[CH:23][C:3]=1[CH2:4][N:5]1[C:14]2[C:9](=[CH:10][CH:11]=[CH:12][CH:13]=2)[CH2:8][CH:7]([NH:15]C(=O)OC(C)(C)C)[CH2:6]1.[F:28][C:29]([F:34])([F:33])[C:30]([OH:32])=[O:31]. (6) Given the product [CH3:1][O:2][C:3]1[CH:4]=[C:5]([C:16]2[CH:25]=[C:24]3[C:19]([CH:20]=[CH:21][CH:22]=[N:23]3)=[C:18]([NH:45][CH2:42][C:35]3[CH:36]=[CH:37][C:38](=[O:41])[NH:39][CH:40]=3)[N:17]=2)[CH:6]=[CH:7][C:8]=1[O:9][CH:10]1[CH2:11][CH2:12][O:13][CH2:14][CH2:15]1, predict the reactants needed to synthesize it. The reactants are: [CH3:1][O:2][C:3]1[CH:4]=[C:5]([C:16]2[CH:25]=[C:24]3[C:19]([CH:20]=[CH:21][CH:22]=[N:23]3)=[C:18](OS(C(F)(F)F)(=O)=O)[N:17]=2)[CH:6]=[CH:7][C:8]=1[O:9][CH:10]1[CH2:15][CH2:14][O:13][CH2:12][CH2:11]1.N[C:35]1[CH:36]=[CH:37][C:38](=[O:41])[NH:39][CH:40]=1.[CH:42]([NH:45]C(C)C)(C)C.